This data is from Catalyst prediction with 721,799 reactions and 888 catalyst types from USPTO. The task is: Predict which catalyst facilitates the given reaction. (1) Reactant: [CH3:1][O:2][C:3]([C:5]1[CH:6]=[C:7]([C:11]#[C:12][C:13]([OH:15])=[O:14])[CH:8]=[CH:9][CH:10]=1)=[O:4].[Br:16][C:17]1[C:22]([CH3:23])=[CH:21][C:20](O)=[CH:19][C:18]=1[CH3:25].C1CCC(N=C=NC2CCCCC2)CC1. Product: [Br:16][C:17]1[C:22]([CH3:23])=[CH:21][C:20]([O:14][C:13](=[O:15])[C:12]#[C:11][C:7]2[CH:6]=[C:5]([CH:10]=[CH:9][CH:8]=2)[C:3]([O:2][CH3:1])=[O:4])=[CH:19][C:18]=1[CH3:25]. The catalyst class is: 119. (2) Reactant: C(O[C:6](=O)[NH:7][C@H:8]1[CH2:11][C@H:10]([N:12]2[C:16]3=[N:17][CH:18]=[CH:19][CH:20]=[C:15]3[N:14]=[C:13]2[O:21]C)[CH2:9]1)(C)(C)C.ClC1[S:26][C:27]2[CH:33]=[C:32]([F:34])[CH:31]=[CH:30][C:28]=2[N:29]=1.C(N(C(C)C)CC)(C)C. Product: [F:34][C:32]1[CH:31]=[CH:30][C:28]2[N:29]=[C:6]([NH:7][C@H:8]3[CH2:9][C@H:10]([N:12]4[C:16]5=[N:17][CH:18]=[CH:19][CH:20]=[C:15]5[NH:14][C:13]4=[O:21])[CH2:11]3)[S:26][C:27]=2[CH:33]=1. The catalyst class is: 16. (3) Reactant: [CH2:1]([N:3]1[C:11]2[C:6](=[CH:7][C:8]([N+:18]([O-])=O)=[CH:9][C:10]=2[C:12]2[CH:17]=[CH:16][CH:15]=[CH:14][CH:13]=2)[CH:5]=[CH:4]1)[CH3:2]. Product: [CH2:1]([N:3]1[C:11]2[C:6](=[CH:7][C:8]([NH2:18])=[CH:9][C:10]=2[C:12]2[CH:13]=[CH:14][CH:15]=[CH:16][CH:17]=2)[CH:5]=[CH:4]1)[CH3:2]. The catalyst class is: 19. (4) Reactant: [CH3:1][C:2]1[S:6][C:5]([C:7]([O:9][CH3:10])=[O:8])=[CH:4][CH:3]=1.[N+:11]([O-])([OH:13])=[O:12]. Product: [N+:11]([C:3]1[CH:4]=[C:5]([C:7]([O:9][CH3:10])=[O:8])[S:6][C:2]=1[CH3:1])([O-:13])=[O:12]. The catalyst class is: 65. (5) Product: [ClH:7].[Cl:7][C:8]1[CH:9]=[C:10]([N:15]2[CH2:16][CH2:17][CH:18]([NH:21][CH3:22])[CH2:19][CH2:20]2)[CH:11]=[CH:12][C:13]=1[Cl:14]. Reactant: C(=O)([O-])[O-].[K+].[K+].[Cl:7][C:8]1[CH:9]=[C:10]([N:15]2[CH2:20][CH2:19][CH:18]([N:21](C)[C:22](=O)C(F)(F)F)[CH2:17][CH2:16]2)[CH:11]=[CH:12][C:13]=1[Cl:14].CO. The catalyst class is: 6. (6) Reactant: [C:1]([O:12][CH3:13])(=[O:11])[C:2]1[CH:10]=[CH:9][C:7]([OH:8])=[C:4]([O:5][CH3:6])[CH:3]=1.C(=O)([O-])[O-].[K+].[K+].[CH2:20](Br)[C:21]1[CH:26]=[CH:25][CH:24]=[CH:23][CH:22]=1.O. Product: [CH2:20]([O:8][C:7]1[CH:9]=[CH:10][C:2]([C:1]([O:12][CH3:13])=[O:11])=[CH:3][C:4]=1[O:5][CH3:6])[C:21]1[CH:26]=[CH:25][CH:24]=[CH:23][CH:22]=1. The catalyst class is: 9. (7) Reactant: [CH2:1]([O:8][C:9]1[C:10]([NH:15][C:16]2[S:17][CH:18]=[C:19]([CH2:21][CH2:22][N:23]3C(=O)C4C(=CC=CC=4)C3=O)[N:20]=2)=[N:11][CH:12]=[CH:13][CH:14]=1)[C:2]1[CH:7]=[CH:6][CH:5]=[CH:4][CH:3]=1.O.NN. Product: [NH2:23][CH2:22][CH2:21][C:19]1[N:20]=[C:16]([NH:15][C:10]2[C:9]([O:8][CH2:1][C:2]3[CH:7]=[CH:6][CH:5]=[CH:4][CH:3]=3)=[CH:14][CH:13]=[CH:12][N:11]=2)[S:17][CH:18]=1. The catalyst class is: 5.